Dataset: Catalyst prediction with 721,799 reactions and 888 catalyst types from USPTO. Task: Predict which catalyst facilitates the given reaction. (1) Reactant: C([CH:8]1[O:16][C:15]2[C:10](=[C:11]([S:17]([NH2:20])(=[O:19])=[O:18])[CH:12]=[CH:13][CH:14]=2)[O:9]1)(OC(C)(C)C)=O.[C:21](=[O:24])([O-])[O-:22].[Cs+].[Cs+].ClCC[N:30]1[CH:34]=[CH:33][CH:32]=[N:31]1.[I-].[Na+].[CH3:37]C(C)=O. Product: [CH2:11]([C:12]1[CH:13]=[CH:14][NH:31][N:30]=1)[CH3:10].[CH2:8]1[O:16][C:15]2[C:10](=[C:11]([S:17]([NH:20][C:21]([O:22][C:33]([CH3:34])([CH3:37])[CH3:32])=[O:24])(=[O:18])=[O:19])[CH:12]=[CH:13][CH:14]=2)[O:9]1. The catalyst class is: 175. (2) Reactant: [NH2:1][C:2]([NH2:4])=[O:3].[S:5](=[O:9])(=[O:8])([OH:7])[OH:6].[OH-].[Na+]. Product: [S:5](=[O:7])(=[O:6])([OH:9])[OH:8].[NH2:1][C:2]([NH2:4])=[O:3]. The catalyst class is: 6. (3) Reactant: [NH2:1][OH:2].[Br:3][C:4]1[N:8]([CH3:9])[C:7]([C:10]2[N:14]([C:15]3[CH:20]=[CH:19][C:18]([OH:21])=[CH:17][C:16]=3[F:22])[N:13]=[C:12]([CH3:23])[C:11]=2[C:24]#[N:25])=[C:6]([CH3:26])[CH:5]=1. Product: [Br:3][C:4]1[N:8]([CH3:9])[C:7]([C:10]2[N:14]([C:15]3[CH:20]=[CH:19][C:18]([OH:21])=[CH:17][C:16]=3[F:22])[N:13]=[C:12]([CH3:23])[C:11]=2[C:24](=[N:1][OH:2])[NH2:25])=[C:6]([CH3:26])[CH:5]=1. The catalyst class is: 5. (4) Reactant: [I:1][C:2]1[C:6]([C:7]2[CH:12]=[CH:11][N:10]=[C:9](S(C)(=O)=O)[N:8]=2)=[CH:5][N:4]([CH:17]([CH3:19])[CH3:18])[N:3]=1.[NH2:20][CH2:21][C@@H:22]([OH:24])[CH3:23].CCCCCC.[Na+].[Cl-]. Product: [I:1][C:2]1[C:6]([C:7]2[CH:12]=[CH:11][N:10]=[C:9]([NH:20][CH2:21][C@@H:22]([OH:24])[CH3:23])[N:8]=2)=[CH:5][N:4]([CH:17]([CH3:19])[CH3:18])[N:3]=1. The catalyst class is: 49. (5) Reactant: [CH3:1][O:2][C:3](=[O:37])[CH2:4][C:5]1[CH:6]=[N:7][CH:8]=[C:9]([C:11]2[CH:16]=[CH:15][C:14]([C:17]([CH2:35][CH3:36])([C:20]3[CH:25]=[CH:24][C:23]([C:26]#[C:27][C:28]4([OH:33])[CH2:32][CH2:31][CH2:30][CH2:29]4)=[C:22]([CH3:34])[CH:21]=3)[CH2:18][CH3:19])=[CH:13][CH:12]=2)[CH:10]=1.[H][H]. Product: [CH3:1][O:2][C:3](=[O:37])[CH2:4][C:5]1[CH:6]=[N:7][CH:8]=[C:9]([C:11]2[CH:12]=[CH:13][C:14]([C:17]([CH2:35][CH3:36])([C:20]3[CH:25]=[CH:24][C:23]([CH2:26][CH2:27][C:28]4([OH:33])[CH2:32][CH2:31][CH2:30][CH2:29]4)=[C:22]([CH3:34])[CH:21]=3)[CH2:18][CH3:19])=[CH:15][CH:16]=2)[CH:10]=1. The catalyst class is: 129. (6) Reactant: [O:1]([CH2:8][C:9]([OH:11])=O)[C:2]1[CH:7]=[CH:6][CH:5]=[CH:4][CH:3]=1.C(Cl)(=O)C(Cl)=O.CN(C=O)C.[O:23]=[C:24]1[CH2:29][CH2:28][NH:27][CH2:26][CH:25]1[C:30]([O:32][CH2:33][CH3:34])=[O:31]. Product: [O:23]=[C:24]1[CH2:29][CH2:28][N:27]([C:9](=[O:11])[CH2:8][O:1][C:2]2[CH:3]=[CH:4][CH:5]=[CH:6][CH:7]=2)[CH2:26][CH:25]1[C:30]([O:32][CH2:33][CH3:34])=[O:31]. The catalyst class is: 34. (7) Reactant: C[O:2][C:3]([C@@H:5]1[CH2:10][CH2:9][CH2:8][CH2:7][N:6]1[C:11]([O:13][CH2:14][C:15]1[CH:20]=[CH:19][CH:18]=[CH:17][CH:16]=1)=[O:12])=[O:4].[OH-].[K+]. Product: [CH2:14]([O:13][C:11]([N:6]1[CH2:7][CH2:8][CH2:9][CH2:10][C@H:5]1[C:3]([OH:4])=[O:2])=[O:12])[C:15]1[CH:16]=[CH:17][CH:18]=[CH:19][CH:20]=1. The catalyst class is: 24. (8) Reactant: Br[C:2]1[C:3]([O:15][C:16]2[C:21]([F:22])=[CH:20][CH:19]=[CH:18][C:17]=2[F:23])=[CH:4][C:5]([NH:8][C:9]2[S:10][CH:11]=[C:12]([CH3:14])[N:13]=2)=[N:6][CH:7]=1.[Li]C.C([Li])CCC.C([O:34]B(OC(C)C)OC(C)C)(C)C.[OH-].[Na+].OO. Product: [F:23][C:17]1[CH:18]=[CH:19][CH:20]=[C:21]([F:22])[C:16]=1[O:15][C:3]1[CH:4]=[C:5]([NH:8][C:9]2[S:10][CH:11]=[C:12]([CH3:14])[N:13]=2)[N:6]=[CH:7][C:2]=1[OH:34]. The catalyst class is: 36.